From a dataset of Forward reaction prediction with 1.9M reactions from USPTO patents (1976-2016). Predict the product of the given reaction. (1) Given the reactants [NH2:1][C:2]1[CH:7]=[CH:6][C:5]([C:8]2[C:12](=[O:13])[C:11]([CH3:15])([CH3:14])[O:10][N:9]=2)=[CH:4][C:3]=1[C:16]1[CH:21]=[CH:20][C:19]([NH:22][C:23](=[O:32])[C:24]2[C:29]([F:30])=[CH:28][CH:27]=[CH:26][C:25]=2[F:31])=[CH:18][CH:17]=1.C=O.[C:35]([BH3-])#N.[Na+].C(O)(=O)C, predict the reaction product. The product is: [CH3:15][C:11]1([CH3:14])[O:10][N:9]=[C:8]([C:5]2[CH:6]=[CH:7][C:2]([NH:1][CH3:35])=[C:3]([C:16]3[CH:17]=[CH:18][C:19]([NH:22][C:23](=[O:32])[C:24]4[C:29]([F:30])=[CH:28][CH:27]=[CH:26][C:25]=4[F:31])=[CH:20][CH:21]=3)[CH:4]=2)[C:12]1=[O:13]. (2) Given the reactants C(Cl)(=O)C([Cl:4])=O.COC1C=C2C(=CC=1)NC(C)=C2CC(O)=O.[N:23]([C@@H:26]([CH2:42][CH2:43][CH2:44][CH2:45][CH2:46][C:47](=[O:49])[CH3:48])[C:27]([N:29]1[C@@H:33]([CH2:34][C:35]2[CH:40]=[CH:39][CH:38]=[CH:37][CH:36]=2)[CH2:32][O:31][C:30]1=[O:41])=[O:28])=[N+]=[N-].Cl, predict the reaction product. The product is: [Cl-:4].[CH2:34]([C@H:33]1[CH2:32][O:31][C:30](=[O:41])[N:29]1[C:27](=[O:28])[CH:26]([NH3+:23])[CH2:42][CH2:43][CH2:44][CH2:45][CH2:46][C:47](=[O:49])[CH3:48])[C:35]1[CH:36]=[CH:37][CH:38]=[CH:39][CH:40]=1.